This data is from Forward reaction prediction with 1.9M reactions from USPTO patents (1976-2016). The task is: Predict the product of the given reaction. (1) Given the reactants [N+:1]([C:4]1[CH:5]=[CH:6][C:7]([CH:10]=[CH2:11])=[N:8][CH:9]=1)([O-:3])=[O:2].[CH3:12][S:13]([O-:15])=[O:14].[Na+].C(O)(=O)C, predict the reaction product. The product is: [CH3:12][S:13]([CH2:11][CH2:10][C:7]1[CH:6]=[CH:5][C:4]([N+:1]([O-:3])=[O:2])=[CH:9][N:8]=1)(=[O:15])=[O:14]. (2) Given the reactants Cl.[F:2][C:3]1([F:11])[CH2:8][CH2:7][CH:6]([NH:9][NH2:10])[CH2:5][CH2:4]1.Cl.CO[CH:15](OC)[CH2:16][CH:17](OC)OC, predict the reaction product. The product is: [F:2][C:3]1([F:11])[CH2:8][CH2:7][CH:6]([N:9]2[CH:17]=[CH:16][CH:15]=[N:10]2)[CH2:5][CH2:4]1.